This data is from TCR-epitope binding with 47,182 pairs between 192 epitopes and 23,139 TCRs. The task is: Binary Classification. Given a T-cell receptor sequence (or CDR3 region) and an epitope sequence, predict whether binding occurs between them. (1) The epitope is WICLLQFAY. The TCR CDR3 sequence is CASSQEGVVWTSGNTGELFF. Result: 0 (the TCR does not bind to the epitope). (2) The epitope is RQLLFVVEV. The TCR CDR3 sequence is CASSLRPVETRENSSYNEQFF. Result: 1 (the TCR binds to the epitope). (3) The epitope is LPAADLDDF. The TCR CDR3 sequence is CSASEVFVQFF. Result: 0 (the TCR does not bind to the epitope). (4) The epitope is HPVGEADYFEY. The TCR CDR3 sequence is CSVEGKPSGSYNEQFF. Result: 0 (the TCR does not bind to the epitope). (5) The TCR CDR3 sequence is CASSLERSNTEAFF. Result: 1 (the TCR binds to the epitope). The epitope is SLYNTVATL. (6) Result: 0 (the TCR does not bind to the epitope). The TCR CDR3 sequence is CASSLASGTGDEQYF. The epitope is QECVRGTTVL.